Dataset: Reaction yield outcomes from USPTO patents with 853,638 reactions. Task: Predict the reaction yield, written as a fraction of the theoretical maximum amount of product (1.0 means a 100% yield; for example, 0.34 means a 34% yield). (1) The reactants are [NH2:1][CH2:2][C@@H:3]([NH:12][C:13]1[CH:18]=[CH:17][C:16]([C:19]#[N:20])=[C:15]([Cl:21])[CH:14]=1)[CH2:4][C:5]([O:7][C:8]([CH3:11])([CH3:10])[CH3:9])=[O:6].[CH:22](=O)[C:23]1[CH:28]=[CH:27][CH:26]=[CH:25][CH:24]=1.[BH4-].[Na+]. The catalyst is CCO. The product is [Cl:21][C:15]1[CH:14]=[C:13]([NH:12][C@H:3]([CH2:2][NH:1][CH2:22][C:23]2[CH:28]=[CH:27][CH:26]=[CH:25][CH:24]=2)[CH2:4][C:5]([O:7][C:8]([CH3:10])([CH3:9])[CH3:11])=[O:6])[CH:18]=[CH:17][C:16]=1[C:19]#[N:20]. The yield is 0.590. (2) The reactants are II.[Mg].Br[C:5]1[S:6][CH:7]=[CH:8][CH:9]=1.[C:10]([O:14][C:15]([N:17]1[CH2:22][CH2:21][C:20](C#N)([N:23]([CH3:25])[CH3:24])[CH2:19][CH2:18]1)=[O:16])([CH3:13])([CH3:12])[CH3:11].[NH4+].[Cl-]. The catalyst is C(OCC)C.C1COCC1.CCOC(C)=O.CCCCCC. The product is [C:10]([O:14][C:15]([N:17]1[CH2:18][CH2:19][C:20]([N:23]([CH3:25])[CH3:24])([C:5]2[S:6][CH:7]=[CH:8][CH:9]=2)[CH2:21][CH2:22]1)=[O:16])([CH3:13])([CH3:12])[CH3:11]. The yield is 0.250.